From a dataset of Catalyst prediction with 721,799 reactions and 888 catalyst types from USPTO. Predict which catalyst facilitates the given reaction. (1) Reactant: Cl.[F:2][C:3]1[CH:4]=[C:5]([CH:10]2[CH2:15][CH:14]([C:16]([O:18][CH3:19])=[O:17])[CH2:13][CH2:12][NH:11]2)[CH:6]=[CH:7][C:8]=1[F:9].CCN(C(C)C)C(C)C.Cl[C:30]([O:32][CH3:33])=[O:31]. Product: [F:2][C:3]1[CH:4]=[C:5]([CH:10]2[CH2:15][CH:14]([C:16]([O:18][CH3:19])=[O:17])[CH2:13][CH2:12][N:11]2[C:30]([O:32][CH3:33])=[O:31])[CH:6]=[CH:7][C:8]=1[F:9]. The catalyst class is: 2. (2) Reactant: Cl.[N:2]1([C:8]2[N:13]3[N:14]=[N:15][N:16]=[C:12]3[C:11]([C:17]3[S:18][CH:19]=[CH:20][CH:21]=3)=[CH:10][N:9]=2)[CH2:7][CH2:6][NH:5][CH2:4][CH2:3]1.[CH2:22](Cl)Cl.CO.C=O. Product: [CH3:22][N:5]1[CH2:4][CH2:3][N:2]([C:8]2[N:13]3[N:14]=[N:15][N:16]=[C:12]3[C:11]([C:17]3[S:18][CH:19]=[CH:20][CH:21]=3)=[CH:10][N:9]=2)[CH2:7][CH2:6]1. The catalyst class is: 250. (3) Reactant: [CH3:1][O:2][C:3]1[CH:10]=[CH:9][CH:8]=[CH:7][C:4]=1[CH2:5][NH2:6].CCOCC.[Br:16]Br. Product: [BrH:16].[Br:16][C:8]1[CH:9]=[CH:10][C:3]([O:2][CH3:1])=[C:4]([CH:7]=1)[CH2:5][NH2:6]. The catalyst class is: 15. (4) Reactant: [S:1]([C:5]1[CH:11]=[CH:10][C:8]([CH3:9])=[CH:7][CH:6]=1)([O-:4])(=[O:3])=[O:2]. Product: [OH2:2].[S:1]([C:5]1[CH:11]=[CH:10][C:8]([CH3:9])=[CH:7][CH:6]=1)([OH:4])(=[O:3])=[O:2]. The catalyst class is: 6. (5) Reactant: [N:1]1[CH:6]=[CH:5][CH:4]=[CH:3][C:2]=1[C:7]1[CH:8]=[C:9]([CH:13]=[CH:14][CH:15]=1)[C:10]([OH:12])=O.CCN=C=NCCCN(C)C.C1C=CC2N(O)N=NC=2C=1.CCN(CC)CC.[NH2:44][CH2:45][CH:46]([OH:57])[CH2:47][N:48]1[CH2:56][C:55]2[C:50](=[CH:51][CH:52]=[CH:53][CH:54]=2)[CH2:49]1. Product: [OH:57][CH:46]([CH2:47][N:48]1[CH2:49][C:50]2[C:55](=[CH:54][CH:53]=[CH:52][CH:51]=2)[CH2:56]1)[CH2:45][NH:44][C:10](=[O:12])[C:9]1[CH:13]=[CH:14][CH:15]=[C:7]([C:2]2[CH:3]=[CH:4][CH:5]=[CH:6][N:1]=2)[CH:8]=1. The catalyst class is: 2.